The task is: Predict the product of the given reaction.. This data is from Forward reaction prediction with 1.9M reactions from USPTO patents (1976-2016). (1) Given the reactants [CH2:1]([O:8][C:9]1[CH:19]=[CH:18][C:12]([O:13][CH2:14][C@H:15]2[O:17][CH2:16]2)=[CH:11][C:10]=1[NH:20][S:21]([CH3:24])(=[O:23])=[O:22])[C:2]1[CH:7]=[CH:6][CH:5]=[CH:4][CH:3]=1.[CH2:25]([NH:32][CH:33]([CH3:52])[CH2:34][CH:35]([C:44]1[CH:49]=[CH:48][C:47]([O:50][CH3:51])=[CH:46][CH:45]=1)[C:36]1[CH:41]=[CH:40][C:39]([O:42][CH3:43])=[CH:38][CH:37]=1)[C:26]1[CH:31]=[CH:30][CH:29]=[CH:28][CH:27]=1.FC(F)(F)S([O-])(=O)=O.[Yb+3].FC(F)(F)S([O-])(=O)=O.FC(F)(F)S([O-])(=O)=O.C(=O)(O)[O-].[Na+], predict the reaction product. The product is: [CH2:25]([N:32]([CH:33]([CH3:52])[CH2:34][CH:35]([C:36]1[CH:37]=[CH:38][C:39]([O:42][CH3:43])=[CH:40][CH:41]=1)[C:44]1[CH:49]=[CH:48][C:47]([O:50][CH3:51])=[CH:46][CH:45]=1)[CH2:16][C@H:15]([OH:17])[CH2:14][O:13][C:12]1[CH:18]=[CH:19][C:9]([O:8][CH2:1][C:2]2[CH:7]=[CH:6][CH:5]=[CH:4][CH:3]=2)=[C:10]([NH:20][S:21]([CH3:24])(=[O:23])=[O:22])[CH:11]=1)[C:26]1[CH:27]=[CH:28][CH:29]=[CH:30][CH:31]=1. (2) Given the reactants [Cl:1][C:2]1[CH:7]=[CH:6][C:5]([S:8]([NH:11][CH2:12][C:13]2[CH:22]=[CH:21][C:16]([C:17]([O:19][CH3:20])=[O:18])=[CH:15][N:14]=2)(=[O:10])=[O:9])=[CH:4][CH:3]=1.[CH2:23](Br)[C:24]1[CH:29]=[CH:28][CH:27]=[CH:26][CH:25]=1.C(=O)([O-])[O-].[K+].[K+], predict the reaction product. The product is: [CH2:23]([N:11]([CH2:12][C:13]1[CH:22]=[CH:21][C:16]([C:17]([O:19][CH3:20])=[O:18])=[CH:15][N:14]=1)[S:8]([C:5]1[CH:4]=[CH:3][C:2]([Cl:1])=[CH:7][CH:6]=1)(=[O:9])=[O:10])[C:24]1[CH:29]=[CH:28][CH:27]=[CH:26][CH:25]=1. (3) Given the reactants [C:1]([OH:9])(=O)[C:2]1[CH:7]=[CH:6][CH:5]=[N:4][CH:3]=1.C(Cl)(=O)C(Cl)=O.[NH2:16][C:17]1[N:18]=[C:19]2[CH:24]=[CH:23][C:22]([O:25][C:26]3[CH:27]=[C:28]([NH:32][C:33](=[O:45])[C:34]4[CH:39]=[CH:38][CH:37]=[C:36]([C:40]5([C:43]#[N:44])[CH2:42][CH2:41]5)[CH:35]=4)[CH:29]=[CH:30][CH:31]=3)=[N:21][N:20]2[CH:46]=1.C(=O)([O-])O.[Na+], predict the reaction product. The product is: [C:43]([C:40]1([C:36]2[CH:35]=[C:34]([CH:39]=[CH:38][CH:37]=2)[C:33]([NH:32][C:28]2[CH:27]=[C:26]([CH:31]=[CH:30][CH:29]=2)[O:25][C:22]2[CH:23]=[CH:24][C:19]3[N:20]([CH:46]=[C:17]([NH:16][C:1](=[O:9])[C:2]4[CH:7]=[CH:6][CH:5]=[N:4][CH:3]=4)[N:18]=3)[N:21]=2)=[O:45])[CH2:41][CH2:42]1)#[N:44]. (4) Given the reactants N1C=CC=CC=1.[C:7]([O:11][C:12]([N:14]1[CH2:18][CH:17]=[CH:16][C@H:15]1[CH2:19][OH:20])=[O:13])([CH3:10])([CH3:9])[CH3:8].[CH3:21][S:22](Cl)(=[O:24])=[O:23], predict the reaction product. The product is: [C:7]([O:11][C:12]([N:14]1[CH2:18][CH:17]=[CH:16][C@H:15]1[CH2:19][O:20][S:22]([CH3:21])(=[O:24])=[O:23])=[O:13])([CH3:10])([CH3:9])[CH3:8]. (5) Given the reactants [Br:1][C:2]1[CH:3]=[N:4][C:5]2[N:6]([N:8]=[C:9]([C:11]([OH:13])=O)[CH:10]=2)[CH:7]=1.[CH3:14][O:15][C:16]1[N:21]=[C:20]([O:22][CH3:23])[C:19]([C:24]2[CH:25]=[C:26]3[C:31](=[CH:32][CH:33]=2)[CH:30]([CH3:34])[NH:29][CH2:28][CH2:27]3)=[CH:18][N:17]=1, predict the reaction product. The product is: [Br:1][C:2]1[CH:3]=[N:4][C:5]2[N:6]([N:8]=[C:9]([C:11]([N:29]3[CH2:28][CH2:27][C:26]4[C:31](=[CH:32][CH:33]=[C:24]([C:19]5[C:20]([O:22][CH3:23])=[N:21][C:16]([O:15][CH3:14])=[N:17][CH:18]=5)[CH:25]=4)[CH:30]3[CH3:34])=[O:13])[CH:10]=2)[CH:7]=1. (6) Given the reactants [CH3:1][S:2][C:3]1[N:8]=[CH:7][C:6]([NH2:9])=[CH:5][CH:4]=1.[Cl:10][C:11]1[C:16]([C:17]#[N:18])=[C:15](Cl)[N:14]=[CH:13][N:12]=1.C(=O)([O-])[O-].[K+].[K+], predict the reaction product. The product is: [Cl:10][C:11]1[C:16]([C:17]#[N:18])=[C:15]([NH:9][C:6]2[CH:7]=[N:8][C:3]([S:2][CH3:1])=[CH:4][CH:5]=2)[N:14]=[CH:13][N:12]=1. (7) Given the reactants [ClH:1].C(OC(=O)[NH:8][C@H:9]([C:13]([N:15]1[CH2:20][CH2:19][CH:18]([O:21][C:22]2[CH:27]=[CH:26][C:25]([F:28])=[CH:24][C:23]=2[O:29][CH3:30])[CH2:17][CH2:16]1)=[O:14])[CH:10]([CH3:12])[CH3:11])(C)(C)C, predict the reaction product. The product is: [ClH:1].[F:28][C:25]1[CH:26]=[CH:27][C:22]([O:21][CH:18]2[CH2:17][CH2:16][N:15]([C:13](=[O:14])[C@@H:9]([NH2:8])[CH:10]([CH3:11])[CH3:12])[CH2:20][CH2:19]2)=[C:23]([O:29][CH3:30])[CH:24]=1. (8) Given the reactants [C:1]([C:3]1[CH:4]=[C:5]([CH:17]=[C:18]([C:22]([F:25])([F:24])[F:23])[C:19]=1[O:20]C)[C:6]([N:8]1[C:12]2[CH:13]=[CH:14][CH:15]=[CH:16][C:11]=2[S:10][CH2:9]1)=[O:7])#[N:2].[Cl-].[Li+].Cl, predict the reaction product. The product is: [C:1]([C:3]1[CH:4]=[C:5]([CH:17]=[C:18]([C:22]([F:25])([F:23])[F:24])[C:19]=1[OH:20])[C:6]([N:8]1[C:12]2[CH:13]=[CH:14][CH:15]=[CH:16][C:11]=2[S:10][CH2:9]1)=[O:7])#[N:2].